This data is from Full USPTO retrosynthesis dataset with 1.9M reactions from patents (1976-2016). The task is: Predict the reactants needed to synthesize the given product. (1) Given the product [C:36]([CH2:35][CH2:34][CH2:33][CH2:32][N:31]([CH2:41][C:42]1[CH:43]=[CH:44][C:45]([C:46]([OH:48])=[O:47])=[CH:50][CH:51]=1)[CH2:30][CH2:29][C:19]1[CH:20]=[C:21]([O:24][C:25]([F:28])([F:26])[F:27])[CH:22]=[CH:23][C:18]=1[O:17][CH2:16][C:13]1[CH:14]=[CH:15][C:10]([C:7]2[CH:8]=[CH:9][C:4]([Cl:3])=[CH:5][CH:6]=2)=[CH:11][CH:12]=1)([OH:38])=[O:37], predict the reactants needed to synthesize it. The reactants are: [OH-].[Na+].[Cl:3][C:4]1[CH:9]=[CH:8][C:7]([C:10]2[CH:15]=[CH:14][C:13]([CH2:16][O:17][C:18]3[CH:23]=[CH:22][C:21]([O:24][C:25]([F:28])([F:27])[F:26])=[CH:20][C:19]=3[CH2:29][CH2:30][N:31]([CH2:41][C:42]3[CH:51]=[CH:50][C:45]([C:46]([O:48]C)=[O:47])=[CH:44][CH:43]=3)[CH2:32][CH2:33][CH2:34][CH2:35][C:36]([O:38]CC)=[O:37])=[CH:12][CH:11]=2)=[CH:6][CH:5]=1. (2) Given the product [NH2:20][C:11]1[CH:12]=[C:13]([C:16]([F:18])([F:17])[F:19])[CH:14]=[CH:15][C:10]=1[S:7]([N:6]([CH2:5][CH2:4][CH2:3][N:2]([CH3:1])[CH3:24])[CH3:23])(=[O:8])=[O:9], predict the reactants needed to synthesize it. The reactants are: [CH3:1][N:2]([CH3:24])[CH2:3][CH2:4][CH2:5][N:6]([CH3:23])[S:7]([C:10]1[CH:15]=[CH:14][C:13]([C:16]([F:19])([F:18])[F:17])=[CH:12][C:11]=1[N+:20]([O-])=O)(=[O:9])=[O:8]. (3) Given the product [CH2:13]([C:17]1[N:18]([CH2:35][C:36]2[CH:37]=[CH:38][C:39]([C:42]3[CH:47]=[CH:46][CH:45]=[CH:44][C:43]=3[C:48]3[NH:3][C:4](=[O:7])[O:5][N:49]=3)=[CH:40][CH:41]=2)[C:19](=[O:34])[C:20]([C:24]2[CH:25]=[CH:26][C:27]([O:30][CH:31]([CH3:32])[CH3:33])=[CH:28][CH:29]=2)=[C:21]([CH3:23])[N:22]=1)[CH2:14][CH2:15][CH3:16], predict the reactants needed to synthesize it. The reactants are: [Cl-].O[NH3+:3].[C:4](=[O:7])([O-])[OH:5].[Na+].CS(C)=O.[CH2:13]([C:17]1[N:18]([CH2:35][C:36]2[CH:41]=[CH:40][C:39]([C:42]3[C:43]([C:48]#[N:49])=[CH:44][CH:45]=[CH:46][CH:47]=3)=[CH:38][CH:37]=2)[C:19](=[O:34])[C:20]([C:24]2[CH:29]=[CH:28][C:27]([O:30][CH:31]([CH3:33])[CH3:32])=[CH:26][CH:25]=2)=[C:21]([CH3:23])[N:22]=1)[CH2:14][CH2:15][CH3:16]. (4) Given the product [CH2:1]([O:3][C:4]([C:6]1[C:7]([NH:26][C:30]([NH:29][CH2:27][CH3:28])=[O:31])=[CH:8][N:9]([C:11]2[CH:16]=[CH:15][C:14]([Cl:17])=[C:13]([F:18])[CH:12]=2)[CH:10]=1)=[O:5])[CH3:2], predict the reactants needed to synthesize it. The reactants are: [CH2:1]([O:3][C:4]([C:6]1[C:7]([NH2:26])=[C:8](C(OC(C)(C)C)=O)[N:9]([C:11]2[CH:16]=[CH:15][C:14]([Cl:17])=[C:13]([F:18])[CH:12]=2)[CH:10]=1)=[O:5])[CH3:2].[CH2:27]([N:29]=[C:30]=[O:31])[CH3:28]. (5) Given the product [NH2:1][C@H:2]([C:7]([OH:9])=[O:8])[CH2:3][CH:4]([CH3:6])[CH3:5], predict the reactants needed to synthesize it. The reactants are: [NH2:1][C@@H:2]([C:7]([OH:9])=[O:8])[CH2:3][CH:4]([CH3:6])[CH3:5].N[C@H](C(O)=O)C(C)C.N[C@@H](C(O)=O)C(C)C.N[C@H](C(O)=O)CCSC.N[C@@H](C(O)=O)CCSC. (6) Given the product [Br:12][C:13]1[C:18]([CH2:19][O:1][C:2]2[C:7]([CH:8]=[O:9])=[CH:6][C:5]([O:10][CH3:11])=[N:4][CH:3]=2)=[CH:17][CH:16]=[CH:15][N:14]=1, predict the reactants needed to synthesize it. The reactants are: [OH:1][C:2]1[C:7]([CH:8]=[O:9])=[CH:6][C:5]([O:10][CH3:11])=[N:4][CH:3]=1.[Br:12][C:13]1[C:18]([CH2:19]Cl)=[CH:17][CH:16]=[CH:15][N:14]=1.C([O-])([O-])=O.[K+].[K+].O. (7) Given the product [C:35]([C:8]1[CH:9]=[C:10]([C:13]2[N:14]([CH2:28][CH:29]3[CH2:34][CH2:33][CH2:32][CH2:31][CH2:30]3)[C:15]([CH3:27])=[C:16]([C:18]([NH:19][CH:20]3[CH2:21][CH2:22][O:23][CH2:24][CH2:25]3)=[O:26])[CH:17]=2)[CH:11]=[CH:12][C:7]=1[C:48]1[N:44]([CH:41]([CH3:43])[CH3:42])[N:45]=[CH:46][CH:47]=1)([CH3:36])([CH3:38])[CH3:37], predict the reactants needed to synthesize it. The reactants are: FC(F)(F)S(O[C:7]1[CH:12]=[CH:11][C:10]([C:13]2[N:14]([CH2:28][CH:29]3[CH2:34][CH2:33][CH2:32][CH2:31][CH2:30]3)[C:15]([CH3:27])=[C:16]([C:18](=[O:26])[NH:19][CH:20]3[CH2:25][CH2:24][O:23][CH2:22][CH2:21]3)[CH:17]=2)=[CH:9][C:8]=1[C:35]([CH3:38])([CH3:37])[CH3:36])(=O)=O.[CH:41]([N:44]1[C:48](B2OC(C)(C)C(C)(C)O2)=[CH:47][CH:46]=[N:45]1)([CH3:43])[CH3:42].C([O-])([O-])=O.[Cs+].[Cs+]. (8) Given the product [I:26][C:23]1[CH:22]=[CH:21][C:20]([CH:9]2[C:8]([C:4]3[CH:5]=[CH:6][CH:7]=[C:2]([O:1][CH:32]4[CH2:31][CH2:30][CH2:29][CH2:28][O:27]4)[CH:3]=3)=[C:17]([CH3:18])[C:16]3[C:11](=[C:12]([O:19][CH:49]4[CH2:48][CH2:47][CH2:46][CH2:45][O:40]4)[CH:13]=[CH:14][CH:15]=3)[O:10]2)=[CH:25][CH:24]=1, predict the reactants needed to synthesize it. The reactants are: [OH:1][C:2]1[CH:3]=[C:4]([C:8]2[CH:9]([C:20]3[CH:25]=[CH:24][C:23]([I:26])=[CH:22][CH:21]=3)[O:10][C:11]3[C:16]([C:17]=2[CH3:18])=[CH:15][CH:14]=[CH:13][C:12]=3[OH:19])[CH:5]=[CH:6][CH:7]=1.[O:27]1[CH:32]=[CH:31][CH2:30][CH2:29][CH2:28]1.[C:47]1(C)[CH:48]=[CH:49]C(S([O-])(=[O:40])=[O:40])=[CH:45][CH:46]=1.[NH+]1[CH:49]=[CH:48][CH:47]=[CH:46][CH:45]=1. (9) Given the product [CH3:29][O:28][C:25]1[CH:26]=[CH:27][C:22]([CH:21]([C:30]2[CH:31]=[CH:32][C:33]([O:36][CH3:37])=[CH:34][CH:35]=2)[N:7]2[C:8](=[O:20])[CH2:9][C@@H:10]([C:11]3[CH:16]=[C:15]([F:17])[C:14]([F:18])=[CH:13][C:12]=3[F:19])[C@H:5]([C:3]([OH:4])=[O:2])[CH2:6]2)=[CH:23][CH:24]=1, predict the reactants needed to synthesize it. The reactants are: C[O:2][C:3]([C@H:5]1[C@H:10]([C:11]2[CH:16]=[C:15]([F:17])[C:14]([F:18])=[CH:13][C:12]=2[F:19])[CH2:9][C:8](=[O:20])[N:7]([CH:21]([C:30]2[CH:35]=[CH:34][C:33]([O:36][CH3:37])=[CH:32][CH:31]=2)[C:22]2[CH:27]=[CH:26][C:25]([O:28][CH3:29])=[CH:24][CH:23]=2)[CH2:6]1)=[O:4].[OH-].[Li+]. (10) Given the product [CH2:19]([C:13]1[C:14]([OH:15])=[N:7][CH:6]=[N:8][C:12]=1[OH:11])[CH:20]=[CH2:21], predict the reactants needed to synthesize it. The reactants are: [Na].C(O)(=O)C.[CH:6]([NH2:8])=[NH:7].C([O:11][C:12](=O)[CH:13]([CH2:19][CH:20]=[CH2:21])[C:14](OCC)=[O:15])C.Cl.